Task: Predict the reaction yield, written as a fraction of the theoretical maximum amount of product (1.0 means a 100% yield; for example, 0.34 means a 34% yield).. Dataset: Reaction yield outcomes from USPTO patents with 853,638 reactions (1) The reactants are Br[C:2]1[CH:3]=[C:4]([N:22]([CH2:29][CH:30]([F:32])[F:31])[CH:23]2[CH2:28][CH2:27][O:26][CH2:25][CH2:24]2)[C:5]([CH3:21])=[C:6]([CH:20]=1)[C:7]([NH:9][CH2:10][C:11]1[C:12](=[O:19])[NH:13][C:14]([CH3:18])=[CH:15][C:16]=1[CH3:17])=[O:8].CC1(C)C(C)(C)OB([C:41]2[CH:53]=[CH:52][C:44]([CH2:45][N:46]3[CH2:51][CH2:50][O:49][CH2:48][CH2:47]3)=[CH:43][CH:42]=2)O1.C([O-])([O-])=O.[Na+].[Na+]. The catalyst is O1CCOCC1.O. The product is [F:31][CH:30]([F:32])[CH2:29][N:22]([CH:23]1[CH2:28][CH2:27][O:26][CH2:25][CH2:24]1)[C:4]1[C:5]([CH3:21])=[C:6]([C:7]([NH:9][CH2:10][C:11]2[C:12](=[O:19])[NH:13][C:14]([CH3:18])=[CH:15][C:16]=2[CH3:17])=[O:8])[CH:20]=[C:2]([C:41]2[CH:42]=[CH:43][C:44]([CH2:45][N:46]3[CH2:51][CH2:50][O:49][CH2:48][CH2:47]3)=[CH:52][CH:53]=2)[CH:3]=1. The yield is 0.670. (2) The reactants are [C:1]([NH:4][CH2:5][C:6]([OH:8])=O)(=[O:3])[CH3:2].C(N(C(C)C)CC)(C)C.CN(C(ON1N=NC2C=CC=CC1=2)=[N+](C)C)C.F[P-](F)(F)(F)(F)F.[CH:42]1([N:47]2[C:51]3[N:52]=[C:53]([NH:56][C:57]4[CH:62]=[CH:61][C:60]([N:63]5[C:70](=[O:71])[CH2:69][C@@H:68]6[NH:72][C@@H:65]([CH2:66][CH2:67]6)[CH2:64]5)=[CH:59][N:58]=4)[N:54]=[CH:55][C:50]=3[CH:49]=[C:48]2[C:73]([N:75]([CH3:77])[CH3:76])=[O:74])[CH2:46][CH2:45][CH2:44][CH2:43]1. The catalyst is CN(C=O)C.[Cl-].[Na+].O. The product is [C:1]([NH:4][CH2:5][C:6]([N:72]1[C@@H:68]2[CH2:67][CH2:66][C@H:65]1[CH2:64][N:63]([C:60]1[CH:61]=[CH:62][C:57]([NH:56][C:53]3[N:54]=[CH:55][C:50]4[CH:49]=[C:48]([C:73]([N:75]([CH3:77])[CH3:76])=[O:74])[N:47]([CH:42]5[CH2:46][CH2:45][CH2:44][CH2:43]5)[C:51]=4[N:52]=3)=[N:58][CH:59]=1)[C:70](=[O:71])[CH2:69]2)=[O:8])(=[O:3])[CH3:2]. The yield is 0.770. (3) The product is [NH2:2][C:3]1[CH:4]=[C:5]([B:9]([OH:11])[OH:10])[CH:6]=[CH:7][CH:8]=1. The catalyst is C(Cl)Cl. The reactants are O.[NH2:2][C:3]1[CH:4]=[C:5]([B:9]([OH:11])[OH:10])[CH:6]=[CH:7][CH:8]=1.OC(C(O)(C)C)(C)C.B(O)O. The yield is 0.717. (4) The product is [CH2:1]([O:3][C:4](=[O:15])[C:5]1[C:10]([NH2:11])=[C:9]([NH2:12])[CH:8]=[N:7][CH:6]=1)[CH3:2]. The catalyst is CO.[Pd]. The yield is 0.800. The reactants are [CH2:1]([O:3][C:4](=[O:15])[C:5]1[C:10]([NH2:11])=[C:9]([N+:12]([O-])=O)[CH:8]=[N:7][CH:6]=1)[CH3:2].[H][H]. (5) The reactants are [C:1]([O:4][C:5]1[CH:10]=[CH:9][C:8](I)=[CH:7][CH:6]=1)(=[O:3])[CH3:2].[C:12]([C:14]1[O:15][C:16]2[CH:22]=[C:21]([O:23][CH3:24])[CH:20]=[CH:19][C:17]=2[CH:18]=1)#[CH:13].BrC1C=CC(S(NC2CCC3CC2C3(C)C)(=O)=O)=CC=1.C(O)CC#C. No catalyst specified. The product is [C:1]([O:4][C:5]1[CH:10]=[CH:9][C:8]([C:13]#[C:12][C:14]2[O:15][C:16]3[CH:22]=[C:21]([O:23][CH3:24])[CH:20]=[CH:19][C:17]=3[CH:18]=2)=[CH:7][CH:6]=1)(=[O:3])[CH3:2]. The yield is 0.560. (6) The product is [OH:12][C@H:3]([CH2:4][O:5][C:6]1[CH:11]=[CH:10][CH:9]=[CH:8][CH:7]=1)[CH2:2][NH:1][C:24]([C@H:19]1[CH2:18][CH2:17][C:16]2[C:21](=[CH:22][CH:23]=[C:14]([I:13])[CH:15]=2)[O:20]1)=[O:25]. The yield is 0.770. The reactants are [NH2:1][CH2:2][C@H:3]([OH:12])[CH2:4][O:5][C:6]1[CH:11]=[CH:10][CH:9]=[CH:8][CH:7]=1.[I:13][C:14]1[CH:15]=[C:16]2[C:21](=[CH:22][CH:23]=1)[O:20][C@@H:19]([C:24](O)=[O:25])[CH2:18][CH2:17]2.Cl.CN(C)CCCN=C=NCC.O.ON1C2C=CC=CC=2N=N1.C(N(CC)CC)C. The catalyst is C(Cl)Cl.O.